Predict the product of the given reaction. From a dataset of Forward reaction prediction with 1.9M reactions from USPTO patents (1976-2016). (1) The product is: [C:1]([NH:8][C:9]1[CH:10]=[CH:11][C:12]2[O:17][CH2:16][CH:15]([CH2:18][OH:19])[O:14][C:13]=2[CH:20]=1)(=[O:3])[CH3:2]. Given the reactants [C:1](OC(=O)C)(=[O:3])[CH3:2].[NH2:8][C:9]1[CH:10]=[CH:11][C:12]2[O:17][CH2:16][CH:15]([CH2:18][OH:19])[O:14][C:13]=2[CH:20]=1.CCN(CC)CC, predict the reaction product. (2) Given the reactants [Cl-].[Na+].[Cl:3][S:4]([OH:7])(=O)=[O:5].[CH3:8][C:9]1[CH:17]=[CH:16][C:12]([C:13]([OH:15])=[O:14])=[CH:11][CH:10]=1, predict the reaction product. The product is: [Cl:3][S:4]([C:10]1[CH:11]=[C:12]([CH:16]=[CH:17][C:9]=1[CH3:8])[C:13]([OH:15])=[O:14])(=[O:7])=[O:5]. (3) Given the reactants [CH2:1]([S:3][C:4]1[CH:12]=[CH:11][C:10]([S:13]([CH3:16])(=[O:15])=[O:14])=[CH:9][C:5]=1[C:6]([OH:8])=O)[CH3:2].[N:17]1([C:23]2[N:28]=[CH:27][C:26]([C:29]([F:32])([F:31])[F:30])=[CH:25][N:24]=2)[CH2:22][CH2:21][NH:20][CH2:19][CH2:18]1, predict the reaction product. The product is: [CH2:1]([S:3][C:4]1[CH:12]=[CH:11][C:10]([S:13]([CH3:16])(=[O:15])=[O:14])=[CH:9][C:5]=1[C:6]([N:20]1[CH2:21][CH2:22][N:17]([C:23]2[N:24]=[CH:25][C:26]([C:29]([F:32])([F:30])[F:31])=[CH:27][N:28]=2)[CH2:18][CH2:19]1)=[O:8])[CH3:2]. (4) The product is: [F:1][C:2]([F:7])([F:6])[C:3]([OH:5])=[O:4].[Cl:15][C:16]1[CH:17]=[N:18][C:19]2[NH:20][C:21]3[CH:22]=[CH:23][CH:24]=[C:25]([CH:38]=3)[CH2:26][CH2:27][C:28]3[CH:36]=[C:32]([NH:33][C:34]=1[N:35]=2)[CH:31]=[C:30]([NH:37][C:40]([NH:39][C:42]1[CH:49]=[CH:48][C:45]([C:46]#[N:47])=[CH:44][CH:43]=1)=[O:41])[CH:29]=3. Given the reactants [F:1][C:2]([F:7])([F:6])[C:3]([OH:5])=[O:4].FC(F)(F)C(O)=O.[Cl:15][C:16]1[CH:17]=[N:18][C:19]2[NH:20][C:21]3[CH:22]=[CH:23][CH:24]=[C:25]([CH:38]=3)[CH2:26][CH2:27][C:28]3[CH:36]=[C:32]([NH:33][C:34]=1[N:35]=2)[CH:31]=[C:30]([NH2:37])[CH:29]=3.[N:39]([C:42]1[CH:49]=[CH:48][C:45]([C:46]#[N:47])=[CH:44][CH:43]=1)=[C:40]=[O:41], predict the reaction product.